Dataset: Full USPTO retrosynthesis dataset with 1.9M reactions from patents (1976-2016). Task: Predict the reactants needed to synthesize the given product. Given the product [C@H:15]1([NH:14][C:11]2[O:12][CH2:13][C:8]3[CH:7]=[C:6]([NH:5][C:3](=[O:4])[CH2:2][N:33]4[CH2:32][CH2:31][N:30]([CH3:35])[CH:29]([CH2:28][O:27][CH3:26])[CH2:34]4)[CH:25]=[CH:24][C:9]=3[N:10]=2)[C:23]2[C:18](=[CH:19][CH:20]=[CH:21][CH:22]=2)[CH2:17][CH2:16]1, predict the reactants needed to synthesize it. The reactants are: Cl[CH2:2][C:3]([NH:5][C:6]1[CH:25]=[CH:24][C:9]2[N:10]=[C:11]([NH:14][C@H:15]3[C:23]4[C:18](=[CH:19][CH:20]=[CH:21][CH:22]=4)[CH2:17][CH2:16]3)[O:12][CH2:13][C:8]=2[CH:7]=1)=[O:4].[CH3:26][O:27][CH2:28][CH:29]1[CH2:34][NH:33][CH2:32][CH2:31][N:30]1[CH3:35].C(N(C(C)C)CC)(C)C.